Task: Binary classification across 12 toxicity assays.. Dataset: Tox21: 12 toxicity assays (nuclear receptors and stress response pathways) (1) The drug is CCOC(=O)C(C)(C)Oc1ccc(Cl)cc1. It tested positive (active) for: NR-ER (Estrogen Receptor agonist activity). (2) The molecule is c1csc(SSc2cccs2)c1. It tested positive (active) for: NR-ER (Estrogen Receptor agonist activity), and SR-HSE (Heat Shock Element response). (3) The molecule is Nc1ccccc1C(=O)OCC=Cc1ccccc1. It tested positive (active) for: NR-AhR (Aryl hydrocarbon Receptor agonist activity). (4) The molecule is CC(C)(c1ccccc1)c1ccc(Nc2ccc(C(C)(C)c3ccccc3)cc2)cc1. It tested positive (active) for: SR-MMP (Mitochondrial Membrane Potential disruption). (5) It tested positive (active) for: NR-Aromatase (Aromatase enzyme inhibition). The drug is COc1cc(CCN)cc(OC)c1OC. (6) The compound is O=c1ccc2cc(O[C@@H]3O[C@H](CO)[C@@H](O)[C@H](O)[C@H]3O)c(O)cc2o1. It tested positive (active) for: SR-p53 (p53 tumor suppressor activation). (7) The molecule is CC(=O)[C@H]1CC[C@H]2[C@@H]3C=CC4=CC(=O)CC[C@@]4(C)[C@@H]3CC[C@]12C. It tested positive (active) for: NR-AR (Androgen Receptor agonist activity), NR-AR-LBD (Androgen Receptor Ligand Binding Domain agonist), and SR-ARE (Antioxidant Response Element (oxidative stress)). (8) The molecule is Cc1cccc(CN2CCN(C(c3ccccc3)c3ccc(Cl)cc3)CC2)c1. It tested positive (active) for: SR-ARE (Antioxidant Response Element (oxidative stress)).